Regression. Given a peptide amino acid sequence and an MHC pseudo amino acid sequence, predict their binding affinity value. This is MHC class II binding data. From a dataset of Peptide-MHC class II binding affinity with 134,281 pairs from IEDB. (1) The peptide sequence is TWYGKPTGAGPKDNG. The MHC is DRB1_0701 with pseudo-sequence DRB1_0701. The binding affinity (normalized) is 0.0364. (2) The MHC is DRB1_0802 with pseudo-sequence DRB1_0802. The binding affinity (normalized) is 0. The peptide sequence is AAAAAVAAEAY. (3) The peptide sequence is LSELPDFLAKKGGEA. The MHC is DRB1_0405 with pseudo-sequence DRB1_0405. The binding affinity (normalized) is 0.